Predict the reactants needed to synthesize the given product. From a dataset of Full USPTO retrosynthesis dataset with 1.9M reactions from patents (1976-2016). Given the product [Br:1][C:2]1[CH:3]=[CH:4][C:5]([CH2:6][CH:7]([C:8]([OH:10])=[O:9])[C:12]([OH:14])=[O:13])=[CH:16][CH:17]=1, predict the reactants needed to synthesize it. The reactants are: [Br:1][C:2]1[CH:17]=[CH:16][C:5]([CH2:6][CH:7]([C:12]([O:14]C)=[O:13])[C:8]([O:10]C)=[O:9])=[CH:4][CH:3]=1.[OH-].[K+].